Dataset: Catalyst prediction with 721,799 reactions and 888 catalyst types from USPTO. Task: Predict which catalyst facilitates the given reaction. Reactant: [N:1]1[CH:6]=[CH:5][CH:4]=[CH:3][C:2]=1[C:7]1[S:11][C:10]([S:12]([N:15]2[CH2:20][CH2:19][CH:18]([CH2:21][NH:22]C(=O)OC(C)(C)C)[CH2:17][CH2:16]2)(=[O:14])=[O:13])=[CH:9][CH:8]=1.[ClH:30]. Product: [ClH:30].[ClH:30].[N:1]1[CH:6]=[CH:5][CH:4]=[CH:3][C:2]=1[C:7]1[S:11][C:10]([S:12]([N:15]2[CH2:16][CH2:17][CH:18]([CH2:21][NH2:22])[CH2:19][CH2:20]2)(=[O:13])=[O:14])=[CH:9][CH:8]=1. The catalyst class is: 269.